Task: Predict the reaction yield, written as a fraction of the theoretical maximum amount of product (1.0 means a 100% yield; for example, 0.34 means a 34% yield).. Dataset: Reaction yield outcomes from USPTO patents with 853,638 reactions The reactants are [CH:1]1([C:6]2[CH:11]=[C:10]([C:12]3[C:24]4[C:23]([CH3:25])=[C:22]([CH3:26])[S:21][C:20]=4[C:19]([Br:27])=[C:18]4[C:13]=3[CH:14]=[CH:15][CH:16]=[CH:17]4)[CH:9]=[CH:8][C:7]=2[O:28]C(=O)C)[CH2:5][CH2:4][CH2:3][CH2:2]1.[OH-].[K+]. The catalyst is O1CCCC1.CO. The product is [CH:1]1([C:6]2[CH:11]=[C:10]([C:12]3[C:24]4[C:23]([CH3:25])=[C:22]([CH3:26])[S:21][C:20]=4[C:19]([Br:27])=[C:18]4[C:13]=3[CH:14]=[CH:15][CH:16]=[CH:17]4)[CH:9]=[CH:8][C:7]=2[OH:28])[CH2:2][CH2:3][CH2:4][CH2:5]1. The yield is 1.00.